From a dataset of Catalyst prediction with 721,799 reactions and 888 catalyst types from USPTO. Predict which catalyst facilitates the given reaction. (1) Reactant: C[O:2][C:3](=[O:29])[C:4]1[CH:27]=[CH:26][C:7]([C:8]([NH:10][CH2:11][C:12]2[CH:17]=[CH:16][CH:15]=[C:14]([O:18][Si:19]([C:22]([CH3:25])([CH3:24])[CH3:23])([CH3:21])[CH3:20])[CH:13]=2)=[O:9])=[CH:6][C:5]=1[Cl:28].[OH-].C[Sn+](C)C. Product: [C:22]([Si:19]([CH3:21])([CH3:20])[O:18][C:14]1[CH:13]=[C:12]([CH:17]=[CH:16][CH:15]=1)[CH2:11][NH:10][C:8](=[O:9])[C:7]1[CH:26]=[CH:27][C:4]([C:3]([OH:29])=[O:2])=[C:5]([Cl:28])[CH:6]=1)([CH3:25])([CH3:24])[CH3:23]. The catalyst class is: 26. (2) Reactant: [Br:1][C:2]1[CH:3]=[N:4][CH:5]=[C:6]2[C:11]=1[N:10]=[C:9]([C:12]([OH:14])=O)[C:8]([CH3:15])=[CH:7]2.[CH3:16][N:17]1CCOCC1.F[B-](F)(F)F.N1(OC(N(C)C)=[N+](C)C)C2C=CC=CC=2N=N1.CN.O1CCCC1. Product: [CH3:16][NH:17][C:12]([C:9]1[C:8]([CH3:15])=[CH:7][C:6]2[C:11](=[C:2]([Br:1])[CH:3]=[N:4][CH:5]=2)[N:10]=1)=[O:14]. The catalyst class is: 9.